From a dataset of Experimentally validated miRNA-target interactions with 360,000+ pairs, plus equal number of negative samples. Binary Classification. Given a miRNA mature sequence and a target amino acid sequence, predict their likelihood of interaction. (1) The protein sequence of the target gene is MERELPAAEESASSGWRRPRRRRWEGRTRTVRSNLLPPLGTEDSTIGAPKGERLLMRGCIQHLADNRLKTTKYTLLSFLPKNLFEQFHRLANVYFVFIALLNFVPAVNAFQPGLALAPVLFILAVTAIKDLWEDYSRHRSDHEINHLGCLVFSREEKKYVNRYWKEIRVGDFVRLCCNEIIPADILLLSSSDPDGLCHIETANLDGETNLKRRQVVRGFSELVSEFNPLTFTSVIECEKPNNDLSRFRGYIMHSNGEKAGLHKENLLLRGCTIRNTEAVAGIVIYAGHETKALLNNSGPR.... The miRNA is mmu-miR-466l-3p with sequence UAUAAAUACAUGCACACAUAUU. Result: 1 (interaction). (2) The miRNA is hsa-miR-218-1-3p with sequence AUGGUUCCGUCAAGCACCAUGG. The protein sequence of the target gene is MPVARSWVCRKTYVTPRRPFEKSRLDQELKLIGEYGLRNKREVWRVKFTLAKIRKAARELLTLDEKDPRRLFEGNALLRRLVRIGVLDEGKMKLDYILGLKIEDFLERRLQTQVFKLGLAKSIHHARVLIRQRHIRVRKQVVNIPSFIVRLDSQKHIDFSLRSPYGGGRPGRVKRKNAKKGQGGAGAGDDEEED. Result: 0 (no interaction). (3) Result: 0 (no interaction). The protein sequence of the target gene is MTTTLVSATIFDLSEVLCKGNKMLNYSTPSAGGCLLDRKAVGTPAGGGFPRRHSVTLPSSKFHQNQLLSSLKGEPAPSLSSRDSRFRDRSFSEGGERLLPTQKQPGSGQVNSSRYKTELCRPFEENGACKYGDKCQFAHGIHELRSLTRHPKYKTELCRTFHTIGFCPYGPRCHFIHNAEERRALAGGRDLSADRPRLQHSFSFAGFPSAAATAAATGLLDSPTSITPPPILSADDLLGSPTLPDGTNNPFAFSSQELASLFAPSMGLPGGGSPTTFLFRPMSESPHMFDSPPSPQDSLS.... The miRNA is rno-miR-181d-3p with sequence CCACCGGGGGAUGAAUGUCA.